The task is: Predict the reactants needed to synthesize the given product.. This data is from Retrosynthesis with 50K atom-mapped reactions and 10 reaction types from USPTO. (1) Given the product CCc1cc2cc(C(=O)OC(C)C)ccn2c1C(=O)c1ccc(C#CC(C)(C)NC(C)(C)C)cc1, predict the reactants needed to synthesize it. The reactants are: C#CC(C)(C)NC(C)(C)C.CCc1cc2cc(C(=O)OC(C)C)ccn2c1C(=O)c1ccc(I)cc1. (2) Given the product CC1(C)C(=O)N(Cc2cccc(F)c2)c2c(F)cccc21, predict the reactants needed to synthesize it. The reactants are: CC1(C)C(=O)Nc2c(F)cccc21.Fc1cccc(CBr)c1. (3) Given the product O=C1O[C@@H](Cn2ccnn2)CN1c1ccc(-c2ccc(C3=NO[C@@H](CN4CCOCC4)C3)nc2)c(F)c1, predict the reactants needed to synthesize it. The reactants are: Brc1ccc(C2=NO[C@@H](CN3CCOCC3)C2)nc1.CC1(C)OB(c2ccc(N3C[C@H](Cn4ccnn4)OC3=O)cc2F)OC1(C)C. (4) Given the product C=CCOc1cc(O)cc(C(=O)OC)c1, predict the reactants needed to synthesize it. The reactants are: C=CCBr.COC(=O)c1cc(O)cc(O)c1.